The task is: Predict the reaction yield, written as a fraction of the theoretical maximum amount of product (1.0 means a 100% yield; for example, 0.34 means a 34% yield).. This data is from Reaction yield outcomes from USPTO patents with 853,638 reactions. (1) The reactants are O1CCCCC1[N:7]1[C:15]2[C:10](=[CH:11][C:12]([C:16]3[N:20]=[CH:19][N:18](C(C4C=CC=CC=4)(C4C=CC=CC=4)C4C=CC=CC=4)[N:17]=3)=[CH:13][CH:14]=2)[C:9]([C:40]2[CH:41]=[C:42]([NH2:46])[CH:43]=[CH:44][CH:45]=2)=[N:8]1.Cl[CH2:48][C:49](Cl)=[O:50].C(N(CC)C(C)C)(C)C.[NH:61]1[CH2:66][CH2:65][O:64][CH2:63][CH2:62]1. The catalyst is O1CCCC1.O. The product is [NH:18]1[CH:19]=[N:20][C:16]([C:12]2[CH:11]=[C:10]3[C:15](=[CH:14][CH:13]=2)[NH:7][N:8]=[C:9]3[C:40]2[CH:41]=[C:42]([NH:46][C:49](=[O:50])[CH2:48][N:61]3[CH2:66][CH2:65][O:64][CH2:63][CH2:62]3)[CH:43]=[CH:44][CH:45]=2)=[N:17]1. The yield is 0.490. (2) The reactants are Cl[C:2]1[N:3]=[C:4]([OH:12])[C:5]2[CH:11]=[CH:10][N:9]=[CH:8][C:6]=2[N:7]=1.[CH2:13]([N:20]([CH3:28])[C:21]1[CH:26]=[CH:25][C:24]([OH:27])=[CH:23][CH:22]=1)[C:14]1[CH:19]=[CH:18][CH:17]=[CH:16][CH:15]=1. No catalyst specified. The product is [CH2:13]([N:20]([CH3:28])[C:21]1[CH:22]=[CH:23][C:24]([O:27][C:2]2[N:3]=[C:4]([OH:12])[C:5]3[CH:11]=[CH:10][N:9]=[CH:8][C:6]=3[N:7]=2)=[CH:25][CH:26]=1)[C:14]1[CH:15]=[CH:16][CH:17]=[CH:18][CH:19]=1. The yield is 0.0500. (3) The reactants are [Cl:1][C:2]1[CH:26]=[C:25]([Cl:27])[CH:24]=[CH:23][C:3]=1[CH2:4][N:5]1[C:9]([CH2:10][CH2:11][C:12]([O:14]CC)=[O:13])=[CH:8][C:7]([C:17]2[CH:22]=[CH:21][CH:20]=[CH:19][CH:18]=2)=[N:6]1.[OH-].[Na+].O1CCCC1. The catalyst is C(O)C. The product is [Cl:1][C:2]1[CH:26]=[C:25]([Cl:27])[CH:24]=[CH:23][C:3]=1[CH2:4][N:5]1[C:9]([CH2:10][CH2:11][C:12]([OH:14])=[O:13])=[CH:8][C:7]([C:17]2[CH:22]=[CH:21][CH:20]=[CH:19][CH:18]=2)=[N:6]1. The yield is 0.880. (4) The reactants are Br[C:2]1[CH:3]=[C:4]2[C:8](=[C:9]([C:11]([NH2:13])=[O:12])[CH:10]=1)[NH:7][CH:6]=[C:5]2[CH2:14][CH:15]1[CH2:20][CH2:19][S:18](=[O:22])(=[O:21])[CH2:17][CH2:16]1.[O:23]1[CH:27]=[CH:26][C:25](B(O)O)=[CH:24]1.C(=O)([O-])[O-].[K+].[K+]. The catalyst is O1CCOCC1.O.C1C=CC(P(C2C=CC=CC=2)[C-]2C=CC=C2)=CC=1.C1C=CC(P(C2C=CC=CC=2)[C-]2C=CC=C2)=CC=1.Cl[Pd]Cl.[Fe+2]. The product is [O:21]=[S:18]1(=[O:22])[CH2:19][CH2:20][CH:15]([CH2:14][C:5]2[C:4]3[C:8](=[C:9]([C:11]([NH2:13])=[O:12])[CH:10]=[C:2]([C:25]4[CH:26]=[CH:27][O:23][CH:24]=4)[CH:3]=3)[NH:7][CH:6]=2)[CH2:16][CH2:17]1. The yield is 0.447.